Dataset: Retrosynthesis with 50K atom-mapped reactions and 10 reaction types from USPTO. Task: Predict the reactants needed to synthesize the given product. (1) Given the product CCOC(=O)c1cc(C#N)c(N2CCC(S(=O)(=O)NC(=O)C(OC)c3ccccc3)CC2)nc1C, predict the reactants needed to synthesize it. The reactants are: CCOC(=O)c1cc(C#N)c(N2CCC(S(N)(=O)=O)CC2)nc1C.COC(C(=O)O)c1ccccc1. (2) The reactants are: CCC(N)CC.CSc1nc(Cl)c(C=O)c(Cl)n1. Given the product CCC(CC)Nc1nc(SC)nc(Cl)c1C=O, predict the reactants needed to synthesize it. (3) Given the product N#Cc1ccc(-c2ccccc2C(=O)NCCc2c[nH]c3ccc(Cl)cc23)cc1, predict the reactants needed to synthesize it. The reactants are: N#Cc1ccc(B(O)O)cc1.O=C(NCCc1c[nH]c2ccc(Cl)cc12)c1ccccc1I.